Predict the reaction yield, written as a fraction of the theoretical maximum amount of product (1.0 means a 100% yield; for example, 0.34 means a 34% yield). From a dataset of Reaction yield outcomes from USPTO patents with 853,638 reactions. The reactants are [N:1]1[CH:6]=[CH:5][CH:4]=[CH:3][C:2]=1[C:7]1[CH:8]=[C:9]([CH:12]=[CH:13][CH:14]=1)[CH:10]=O.[N+:15]([CH3:18])([O-:17])=[O:16].C([O-])(=O)C.[NH4+].[BH4-].[Na+]. The catalyst is O.C(O)(=O)C. The product is [N+:15]([CH2:18][CH2:10][C:9]1[CH:8]=[C:7]([C:2]2[CH:3]=[CH:4][CH:5]=[CH:6][N:1]=2)[CH:14]=[CH:13][CH:12]=1)([O-:17])=[O:16]. The yield is 0.710.